Task: Predict the product of the given reaction.. Dataset: Forward reaction prediction with 1.9M reactions from USPTO patents (1976-2016) Given the reactants [CH3:1][N:2]1[CH2:6][CH2:5][N:4]=[C:3]1[C:7]1[CH:12]=[CH:11][CH:10]=[C:9]([CH3:13])[C:8]=1[N+:14]([O-])=O, predict the reaction product. The product is: [CH3:1][N:2]1[CH2:6][CH2:5][N:4]=[C:3]1[C:7]1[CH:12]=[CH:11][CH:10]=[C:9]([CH3:13])[C:8]=1[NH2:14].